From a dataset of Reaction yield outcomes from USPTO patents with 853,638 reactions. Predict the reaction yield, written as a fraction of the theoretical maximum amount of product (1.0 means a 100% yield; for example, 0.34 means a 34% yield). The reactants are [H-].[Na+].[CH3:3][O:4][CH2:5][CH2:6][OH:7].C(O[C:11](=[O:27])[C:12]1[CH:17]=[CH:16][CH:15]=[C:14](OCCN2CCOCC2)[CH:13]=1)C.F[C:29](F)(F)[C:30](O)=O.[CH:35]1([NH:38][C:39](=[O:49])[C:40]2[CH:45]=[CH:44][C:43]([CH3:46])=[C:42]([NH:47][NH2:48])[CH:41]=2)[CH2:37][CH2:36]1.[CH:50]([N:53](C(C)C)CC)(C)C. The catalyst is O1CCOCC1. The product is [NH2:53][C:50]1[N:47]([C:42]2[CH:41]=[C:40]([CH:45]=[CH:44][C:43]=2[CH3:46])[C:39]([NH:38][CH:35]2[CH2:37][CH2:36]2)=[O:49])[N:48]=[CH:30][C:29]=1[C:11](=[O:27])[C:12]1[CH:13]=[CH:14][CH:15]=[C:16]([CH:3]2[O:7][CH2:6][CH2:5][O:4]2)[CH:17]=1. The yield is 0.170.